The task is: Predict the product of the given reaction.. This data is from Forward reaction prediction with 1.9M reactions from USPTO patents (1976-2016). (1) Given the reactants [I:1][C:2]1[CH:10]=[CH:9][C:5]([C:6]([OH:8])=O)=[CH:4][CH:3]=1.ClCCCl.S(Cl)(Cl)=O.[C:19]1([NH:25][C:26]2[CH:31]=[CH:30][CH:29]=[CH:28][C:27]=2[NH2:32])[CH:24]=[CH:23][CH:22]=[CH:21][CH:20]=1, predict the reaction product. The product is: [I:1][C:2]1[CH:3]=[CH:4][C:5]([C:6]([NH:32][C:27]2[CH:28]=[CH:29][CH:30]=[CH:31][C:26]=2[NH:25][C:19]2[CH:20]=[CH:21][CH:22]=[CH:23][CH:24]=2)=[O:8])=[CH:9][CH:10]=1. (2) Given the reactants C([O:3][C:4]([C:6]1([C:9]2[CH:14]=[CH:13][C:12]([C:15]3[CH:20]=[CH:19][C:18]([C:21]4[S:22][C:23]([F:37])=[CH:24][C:25]=4[NH:26][C:27]([O:29][C@@H:30]([C:32]4[S:33][CH:34]=[CH:35][CH:36]=4)[CH3:31])=[O:28])=[CH:17][C:16]=3[O:38][CH3:39])=[CH:11][CH:10]=2)[CH2:8][CH2:7]1)=[O:5])C.[OH-].[Na+].Cl, predict the reaction product. The product is: [F:37][C:23]1[S:22][C:21]([C:18]2[CH:19]=[CH:20][C:15]([C:12]3[CH:11]=[CH:10][C:9]([C:6]4([C:4]([OH:5])=[O:3])[CH2:8][CH2:7]4)=[CH:14][CH:13]=3)=[C:16]([O:38][CH3:39])[CH:17]=2)=[C:25]([NH:26][C:27]([O:29][C@@H:30]([C:32]2[S:33][CH:34]=[CH:35][CH:36]=2)[CH3:31])=[O:28])[CH:24]=1.